From a dataset of Forward reaction prediction with 1.9M reactions from USPTO patents (1976-2016). Predict the product of the given reaction. Given the reactants [CH2:1]([O:5][C:6]1[CH:11]=[C:10]([O:12][CH2:13][CH:14]([CH3:16])[CH3:15])[CH:9]=[CH:8][C:7]=1[C:17]([C:24]1[CH:25]=[CH:26][C:27]([O:35][CH2:36][CH:37]([CH3:39])[CH3:38])=[C:28]([CH2:30][CH2:31][C:32]([OH:34])=[O:33])[CH:29]=1)=[CH:18][C:19]([O:21]CC)=[O:20])[CH:2]([CH3:4])[CH3:3].[H][H].[OH-].[Na+].Cl, predict the reaction product. The product is: [C:32]([CH2:31][CH2:30][C:28]1[CH:29]=[C:24]([CH:17]([C:7]2[CH:8]=[CH:9][C:10]([O:12][CH2:13][CH:14]([CH3:15])[CH3:16])=[CH:11][C:6]=2[O:5][CH2:1][CH:2]([CH3:4])[CH3:3])[CH2:18][C:19]([OH:21])=[O:20])[CH:25]=[CH:26][C:27]=1[O:35][CH2:36][CH:37]([CH3:38])[CH3:39])([OH:34])=[O:33].